The task is: Predict the reaction yield, written as a fraction of the theoretical maximum amount of product (1.0 means a 100% yield; for example, 0.34 means a 34% yield).. This data is from Reaction yield outcomes from USPTO patents with 853,638 reactions. (1) The reactants are [Cl:1][C:2]1[CH:7]=[CH:6][C:5]([Cl:8])=[CH:4][C:3]=1[CH:9]1[C:17]2[C:12](=[CH:13][CH:14]=[C:15]([C:18]3[CH:19]=[C:20]([CH:24]=[CH:25][CH:26]=3)[C:21]([OH:23])=O)[CH:16]=2)[CH2:11][CH2:10]1.[O:27]1[CH2:31][CH2:30][CH2:29][CH:28]1[CH2:32][NH2:33]. No catalyst specified. The product is [Cl:1][C:2]1[CH:7]=[CH:6][C:5]([Cl:8])=[CH:4][C:3]=1[CH:9]1[C:17]2[C:12](=[CH:13][CH:14]=[C:15]([C:18]3[CH:19]=[C:20]([CH:24]=[CH:25][CH:26]=3)[C:21]([NH:33][CH2:32][CH:28]3[CH2:29][CH2:30][CH2:31][O:27]3)=[O:23])[CH:16]=2)[CH2:11][CH2:10]1. The yield is 0.610. (2) The reactants are [O:1]=[S:2]1(=[O:17])[CH2:7][C:6](=[O:8])[NH:5][C:4]2[CH:9]=[C:10]([CH2:13][C:14]([OH:16])=O)[CH:11]=[CH:12][C:3]1=2.CCN=C=NCCCN(C)C.C1C=CC2N(O)N=NC=2C=1.[Si:39]([O:46][C@H:47]1[CH2:51][CH2:50][N:49]([CH2:52][C@@H:53]([NH:64][CH3:65])[C:54]2[CH:59]=[CH:58][CH:57]=[C:56]([O:60][CH:61]([F:63])[F:62])[CH:55]=2)[CH2:48]1)([C:42]([CH3:45])([CH3:44])[CH3:43])([CH3:41])[CH3:40]. The catalyst is CN(C)C=O. The product is [Si:39]([O:46][C@H:47]1[CH2:51][CH2:50][N:49]([CH2:52][C@@H:53]([N:64]([CH3:65])[C:14](=[O:16])[CH2:13][C:10]2[CH:11]=[CH:12][C:3]3[S:2](=[O:1])(=[O:17])[CH2:7][C:6](=[O:8])[NH:5][C:4]=3[CH:9]=2)[C:54]2[CH:59]=[CH:58][CH:57]=[C:56]([O:60][CH:61]([F:62])[F:63])[CH:55]=2)[CH2:48]1)([C:42]([CH3:45])([CH3:44])[CH3:43])([CH3:40])[CH3:41]. The yield is 0.960.